The task is: Predict the product of the given reaction.. This data is from Forward reaction prediction with 1.9M reactions from USPTO patents (1976-2016). (1) Given the reactants Cl.[NH2:2][CH:3]1[CH2:8][CH2:7][CH2:6][NH:5][C:4]1=[O:9].C([O-])([O-])=O.[K+].[K+].[CH3:16][C:17]1[CH:18]=[C:19]([CH:23]=[C:24]([CH3:26])[CH:25]=1)[C:20](Cl)=[O:21], predict the reaction product. The product is: [CH3:16][C:17]1[CH:18]=[C:19]([CH:23]=[C:24]([CH3:26])[CH:25]=1)[C:20]([NH:2][CH:3]1[CH2:8][CH2:7][CH2:6][NH:5][C:4]1=[O:9])=[O:21]. (2) Given the reactants [CH2:1]([N:5]([S:15]([C:18]1[CH:23]=[CH:22][C:21]([N+:24]([O-:26])=[O:25])=[CH:20][CH:19]=1)(=[O:17])=[O:16])[C@H:6]([C:12]([OH:14])=[O:13])[CH2:7][CH2:8][CH2:9][CH2:10][NH2:11])[CH:2]([CH3:4])[CH3:3].[CH2:27]1[O:40][C:39]2[CH:38]=[CH:37][C:31]([CH:32]=[CH:33][C:34](O)=[O:35])=[CH:30][C:29]=2[O:28]1, predict the reaction product. The product is: [CH2:1]([N:5]([S:15]([C:18]1[CH:23]=[CH:22][C:21]([N+:24]([O-:26])=[O:25])=[CH:20][CH:19]=1)(=[O:17])=[O:16])[C@H:6]([C:12]([OH:14])=[O:13])[CH2:7][CH2:8][CH2:9][CH2:10][NH:11][C:34](=[O:35])[CH:33]=[CH:32][C:31]1[CH:37]=[CH:38][C:39]2[O:40][CH2:27][O:28][C:29]=2[CH:30]=1)[CH:2]([CH3:4])[CH3:3]. (3) Given the reactants [C:1]([CH2:3][C@H:4]([N:6]1[CH2:11][CH2:10][CH:9]([N:12]([C:22]2[CH:23]=[N:24][C:25]([C:28]([F:31])([F:30])[F:29])=[CH:26][CH:27]=2)[C:13](=O)[C:14]2[C:19]([CH3:20])=[CH:18][CH:17]=[N:16][CH:15]=2)[CH2:8][CH2:7]1)[CH3:5])#[N:2].B.C1COCC1, predict the reaction product. The product is: [NH2:2][CH2:1][CH2:3][C@H:4]([N:6]1[CH2:11][CH2:10][CH:9]([N:12]([CH2:13][C:14]2[CH:15]=[N:16][CH:17]=[CH:18][C:19]=2[CH3:20])[C:22]2[CH:23]=[N:24][C:25]([C:28]([F:31])([F:30])[F:29])=[CH:26][CH:27]=2)[CH2:8][CH2:7]1)[CH3:5]. (4) Given the reactants [OH-].[K+].[NH2:3][C:4]1[CH:17]=[CH:16][C:15]([Cl:18])=[CH:14][C:5]=1[C:6]([C:8]1[CH:13]=[CH:12][CH:11]=[CH:10][CH:9]=1)=O.C(OCC)(=O)C.[C:25](#[N:27])[CH3:26], predict the reaction product. The product is: [NH2:27][C:25]1[CH:26]=[C:6]([C:8]2[CH:13]=[CH:12][CH:11]=[CH:10][CH:9]=2)[C:5]2[C:4](=[CH:17][CH:16]=[C:15]([Cl:18])[CH:14]=2)[N:3]=1. (5) Given the reactants [H-].[Na+].[CH2:3]([OH:10])[C:4]1[CH:9]=[CH:8][CH:7]=[CH:6][CH:5]=1.Cl[C:12]1[C:17]([O:18][CH2:19][O:20][CH3:21])=[CH:16][CH:15]=[CH:14][N:13]=1, predict the reaction product. The product is: [CH2:3]([O:10][C:12]1[C:17]([O:18][CH2:19][O:20][CH3:21])=[CH:16][CH:15]=[CH:14][N:13]=1)[C:4]1[CH:9]=[CH:8][CH:7]=[CH:6][CH:5]=1. (6) Given the reactants [CH3:1][O:2][C:3]([C@H:5]1[C@@H:10]([OH:11])[CH2:9][CH2:8][S:7][CH2:6]1)=[O:4].[C:12](N1C=CN=C1)([N:14]1[CH:18]=[CH:17][N:16]=[CH:15]1)=[S:13].N1C=CC=CC=1, predict the reaction product. The product is: [CH3:1][O:2][C:3]([C@H:5]1[C@@H:10]([O:11][C:12]([N:14]2[CH:18]=[CH:17][N:16]=[CH:15]2)=[S:13])[CH2:9][CH2:8][S:7][CH2:6]1)=[O:4]. (7) Given the reactants [F:1][C:2]1[CH:21]=[CH:20][C:5]2[C:6]([C:9]3[CH:14]=[CH:13][C:12]([O:15][CH2:16][C@@H:17]4[CH2:19][O:18]4)=[CH:11][CH:10]=3)=[N:7][O:8][C:4]=2[CH:3]=1.[F:22][C:23]1[CH:35]=[CH:34][C:26]([O:27][CH:28]2[CH2:33][CH2:32][NH:31][CH2:30][CH2:29]2)=[CH:25][CH:24]=1, predict the reaction product. The product is: [F:1][C:2]1[CH:21]=[CH:20][C:5]2[C:6]([C:9]3[CH:14]=[CH:13][C:12]([O:15][CH2:16][C@@H:17]([OH:18])[CH2:19][N:31]4[CH2:30][CH2:29][CH:28]([O:27][C:26]5[CH:34]=[CH:35][C:23]([F:22])=[CH:24][CH:25]=5)[CH2:33][CH2:32]4)=[CH:11][CH:10]=3)=[N:7][O:8][C:4]=2[CH:3]=1. (8) The product is: [C:18]([O:17][C@@H:10]([C:4]1[C:5]([CH3:9])=[N:6][C:7]([CH3:8])=[C:2]([C:47]2[CH:46]=[CH:45][C:44]([O:43][CH2:42][CH2:41][C:40]3[CH:39]=[CH:38][C:37]([F:36])=[CH:62][CH:61]=3)=[CH:49][CH:48]=2)[C:3]=1[N:22]1[CH2:27][CH2:26][CH:25]([C:28]2[O:32][N:31]=[C:30]([CH:33]([CH3:35])[CH3:34])[N:29]=2)[CH2:24][CH2:23]1)[C:11]([O:13][CH:14]([CH3:16])[CH3:15])=[O:12])([CH3:20])([CH3:21])[CH3:19]. Given the reactants Br[C:2]1[C:3]([N:22]2[CH2:27][CH2:26][CH:25]([C:28]3[O:32][N:31]=[C:30]([CH:33]([CH3:35])[CH3:34])[N:29]=3)[CH2:24][CH2:23]2)=[C:4]([C@H:10]([O:17][C:18]([CH3:21])([CH3:20])[CH3:19])[C:11]([O:13][CH:14]([CH3:16])[CH3:15])=[O:12])[C:5]([CH3:9])=[N:6][C:7]=1[CH3:8].[F:36][C:37]1[CH:62]=[CH:61][C:40]([CH2:41][CH2:42][O:43][C:44]2[CH:49]=[CH:48][C:47](B3OC(=O)CN(C)CC(=O)O3)=[CH:46][CH:45]=2)=[CH:39][CH:38]=1.C1(P(C2CCCCC2)C2C=CC=CC=2C2C(OC)=CC=CC=2OC)CCCCC1.[O-]P([O-])([O-])=O.[K+].[K+].[K+], predict the reaction product.